Dataset: Full USPTO retrosynthesis dataset with 1.9M reactions from patents (1976-2016). Task: Predict the reactants needed to synthesize the given product. (1) Given the product [NH2:1][C:2]1[C:18]([CH3:19])=[CH:17][C:16]([Br:20])=[CH:15][C:3]=1[C:4]([O:6][CH2:7][CH:8]([CH2:13][CH3:14])[CH2:9][CH2:10][CH2:11][CH3:12])=[O:5], predict the reactants needed to synthesize it. The reactants are: [NH2:1][C:2]1[C:18]([CH3:19])=[CH:17][CH:16]=[CH:15][C:3]=1[C:4]([O:6][CH2:7][CH:8]([CH2:13][CH3:14])[CH2:9][CH2:10][CH2:11][CH3:12])=[O:5].[BrH:20].OO. (2) Given the product [OH:17][C:18]1[CH:23]=[CH:22][C:21]([C:8]2[CH:16]=[CH:15][C:11]([C:12]([OH:14])=[O:13])=[CH:10][CH:9]=2)=[CH:20][CH:19]=1, predict the reactants needed to synthesize it. The reactants are: C(=O)([O-])[O-].[K+].[K+].I[C:8]1[CH:16]=[CH:15][C:11]([C:12]([OH:14])=[O:13])=[CH:10][CH:9]=1.[OH:17][C:18]1[CH:23]=[CH:22][C:21](B(O)O)=[CH:20][CH:19]=1. (3) Given the product [Br:22][C:23]1[C:27]2=[N:28][C:29]([C:32]([NH:1][C:2]3[CH:3]=[N:4][CH:5]=[CH:6][C:7]=3[N:8]3[CH2:13][CH2:12][CH2:11][C@H:10]([NH:14][C:15](=[O:21])[O:16][C:17]([CH3:18])([CH3:20])[CH3:19])[CH2:9]3)=[O:33])=[CH:30][CH:31]=[C:26]2[O:25][CH:24]=1, predict the reactants needed to synthesize it. The reactants are: [NH2:1][C:2]1[CH:3]=[N:4][CH:5]=[CH:6][C:7]=1[N:8]1[CH2:13][CH2:12][CH2:11][C@H:10]([NH:14][C:15](=[O:21])[O:16][C:17]([CH3:20])([CH3:19])[CH3:18])[CH2:9]1.[Br:22][C:23]1[C:27]2=[N:28][C:29]([C:32](O)=[O:33])=[CH:30][CH:31]=[C:26]2[O:25][CH:24]=1.CCN(C(C)C)C(C)C.CN(C(ON1N=NC2C=CC=NC1=2)=[N+](C)C)C.F[P-](F)(F)(F)(F)F. (4) The reactants are: [N+:1]([CH2:3][C:4]([O:6]C)=O)#[C-:2].[NH:8]1[CH2:12][CH2:11][C@@H:10]([OH:13])[CH2:9]1. Given the product [OH:13][C@@H:10]1[CH2:11][CH2:12][N:8]([C:4](=[O:6])[CH2:3][N+:1]#[C-:2])[CH2:9]1, predict the reactants needed to synthesize it. (5) Given the product [F:1][C:2]1[CH:9]=[CH:8][C:5]([C:6]([OH:16])=[O:21])=[C:4]([C:10]2[N:15]=[CH:14][CH:13]=[CH:12][N:11]=2)[CH:3]=1, predict the reactants needed to synthesize it. The reactants are: [F:1][C:2]1[CH:9]=[CH:8][C:5]([C:6]#N)=[C:4]([C:10]2[N:15]=[CH:14][CH:13]=[CH:12][N:11]=2)[CH:3]=1.[OH:16]S(O)(=O)=O.[OH2:21]. (6) The reactants are: [CH3:1][O:2][C:3](=[O:40])[N:4]([CH2:25][C:26]1[CH:31]=[C:30]([C:32]([F:35])([F:34])[F:33])[CH:29]=[C:28]([C:36]([F:39])([F:38])[F:37])[CH:27]=1)[CH2:5][C:6]1[CH:11]=[C:10]([C:12]([F:15])([F:14])[F:13])[CH:9]=[CH:8][C:7]=1B1OC(C)(C)C(C)(C)O1.[Cl:41][C:42]1[CH:47]=[C:46]([C:48]([O:50][CH3:51])=[O:49])[CH:45]=[CH:44][C:43]=1[C:52]1[CH:57]=[C:56](I)[C:55]([O:59][CH3:60])=[CH:54][C:53]=1[F:61].C(=O)([O-])[O-].[K+].[K+]. Given the product [F:39][C:36]([F:38])([F:37])[C:28]1[CH:27]=[C:26]([CH:31]=[C:30]([C:32]([F:34])([F:35])[F:33])[CH:29]=1)[CH2:25][N:4]([CH2:5][C:6]1[CH:11]=[C:10]([C:12]([F:14])([F:13])[F:15])[CH:9]=[CH:8][C:7]=1[C:56]1[CH:57]=[C:52]([C:43]2[CH:44]=[CH:45][C:46]([C:48]([O:50][CH3:51])=[O:49])=[CH:47][C:42]=2[Cl:41])[C:53]([F:61])=[CH:54][C:55]=1[O:59][CH3:60])[C:3]([O:2][CH3:1])=[O:40], predict the reactants needed to synthesize it. (7) Given the product [Si:1]([O:8][C@@H:9]([C:25]1[CH:30]=[CH:29][CH:28]=[CH:27][C:26]=1[C:31]1[CH:36]=[CH:35][C:34]([Cl:37])=[CH:33][CH:32]=1)[CH:10]1[CH2:15][CH2:14][N:13]([C:16]2[CH:24]=[CH:23][C:19]([C:20]([NH:61][S:58]([C:55]3[CH:56]=[CH:57][C:52]([NH:51][C@H:42]([CH2:41][CH2:40][N:39]([CH3:38])[CH3:65])[CH2:43][S:44][C:45]4[CH:50]=[CH:49][CH:48]=[CH:47][CH:46]=4)=[C:53]([N+:62]([O-:64])=[O:63])[CH:54]=3)(=[O:59])=[O:60])=[O:22])=[CH:18][CH:17]=2)[CH2:12][CH2:11]1)([C:4]([CH3:7])([CH3:5])[CH3:6])([CH3:2])[CH3:3], predict the reactants needed to synthesize it. The reactants are: [Si:1]([O:8][C@@H:9]([C:25]1[CH:30]=[CH:29][CH:28]=[CH:27][C:26]=1[C:31]1[CH:36]=[CH:35][C:34]([Cl:37])=[CH:33][CH:32]=1)[CH:10]1[CH2:15][CH2:14][N:13]([C:16]2[CH:24]=[CH:23][C:19]([C:20]([OH:22])=O)=[CH:18][CH:17]=2)[CH2:12][CH2:11]1)([C:4]([CH3:7])([CH3:6])[CH3:5])([CH3:3])[CH3:2].[CH3:38][N:39]([CH3:65])[CH2:40][CH2:41][C@@H:42]([NH:51][C:52]1[CH:57]=[CH:56][C:55]([S:58]([NH2:61])(=[O:60])=[O:59])=[CH:54][C:53]=1[N+:62]([O-:64])=[O:63])[CH2:43][S:44][C:45]1[CH:50]=[CH:49][CH:48]=[CH:47][CH:46]=1.